This data is from Full USPTO retrosynthesis dataset with 1.9M reactions from patents (1976-2016). The task is: Predict the reactants needed to synthesize the given product. (1) Given the product [CH3:8][C@H:6]1[O:7][C@@H:2]([CH3:1])[CH2:3][N:4]([C:9]2[CH:14]=[CH:13][C:12]([NH2:15])=[CH:11][CH:10]=2)[CH2:5]1, predict the reactants needed to synthesize it. The reactants are: [CH3:1][C@H:2]1[O:7][C@@H:6]([CH3:8])[CH2:5][N:4]([C:9]2[CH:14]=[CH:13][C:12]([N+:15]([O-])=O)=[CH:11][CH:10]=2)[CH2:3]1. (2) Given the product [CH2:1]([O:3][C:4](=[O:38])[CH2:5][N:6]([C:11]1[C:15]2[CH:16]=[C:17]([CH2:20][O:21][C:22]3[CH:23]=[CH:24][C:25]([C:28]4[CH:33]=[C:32]([F:34])[C:31]([F:35])=[CH:30][C:29]=4[O:36][CH3:37])=[CH:26][CH:27]=3)[CH:18]=[CH:19][C:14]=2[O:13][N:12]=1)[CH2:7][CH2:49][CH2:50][O:53][CH3:54])[CH3:2], predict the reactants needed to synthesize it. The reactants are: [CH2:1]([O:3][C:4](=[O:38])[CH2:5][N:6]([C:11]1[C:15]2[CH:16]=[C:17]([CH2:20][O:21][C:22]3[CH:27]=[CH:26][C:25]([C:28]4[CH:33]=[C:32]([F:34])[C:31]([F:35])=[CH:30][C:29]=4[O:36][CH3:37])=[CH:24][CH:23]=3)[CH:18]=[CH:19][C:14]=2[O:13][N:12]=1)[CH2:7]COC)[CH3:2].FC1C(F)=CC(C2C=C[C:50]([O:53][CH2:54]C3C=CC4ON=C(NCCCOC)C=4C=3)=[CH:49]C=2)=[C:50]([O:53][CH3:54])[CH:49]=1.CCOC(CBr)=O. (3) Given the product [C:23]1([C:5]2([N:1]3[CH2:4][CH2:3][CH2:2]3)[CH2:10][CH2:9][CH:8]([CH2:11][O:12][CH2:13][C:14]#[C:15][Si:16]([CH2:21][CH3:22])([CH2:19][CH3:20])[CH2:17][CH3:18])[CH2:7][CH2:6]2)[CH:29]=[CH:30][CH:25]=[CH:26][CH:27]=1, predict the reactants needed to synthesize it. The reactants are: [N:1]1([C:5]2([C:23]#N)[CH2:10][CH2:9][CH:8]([CH2:11][O:12][CH2:13][C:14]#[C:15][Si:16]([CH2:21][CH3:22])([CH2:19][CH3:20])[CH2:17][CH3:18])[CH2:7][CH2:6]2)[CH2:4][CH2:3][CH2:2]1.[C:25]1([Mg]Cl)[CH:30]=[CH:29]C=[CH:27][CH:26]=1.[Cl-].[NH4+].O.